From a dataset of hERG Central: cardiac toxicity at 1µM, 10µM, and general inhibition. Predict hERG channel inhibition at various concentrations. (1) The drug is Cc1cccc(OCC(O)CN2C(C)(C)CC(O)CC2(C)C)c1C. Results: hERG_inhib (hERG inhibition (general)): blocker. (2) The molecule is CCc1ccc(NC(=O)N(CCCN2CCOCC2)Cc2cccs2)cc1. Results: hERG_inhib (hERG inhibition (general)): blocker. (3) The molecule is COc1ccc(-c2cc(C)no2)cc1S(=O)(=O)NCCCN1CCN(c2ccccc2)CC1. Results: hERG_inhib (hERG inhibition (general)): blocker. (4) The compound is O=C(CCCC1=NS(=O)(=O)c2ccccc2N1)N1CCN(c2ccc(Cl)cc2)CC1. Results: hERG_inhib (hERG inhibition (general)): blocker.